From a dataset of Catalyst prediction with 721,799 reactions and 888 catalyst types from USPTO. Predict which catalyst facilitates the given reaction. (1) Reactant: [O:1]1[CH:5]=[CH:4][C:3]([C:6]([C:13]2[CH:18]=[CH:17][CH:16]=[CH:15][CH:14]=2)([O:8][Si:9]([CH3:12])([CH3:11])[CH3:10])[CH3:7])=[CH:2]1.[Li]C(CC)C.C1CCCCC1.CN([CH:33]=[O:34])C. Product: [C:13]1([C:6]([C:3]2[CH:4]=[C:5]([CH:33]=[O:34])[O:1][CH:2]=2)([O:8][Si:9]([CH3:12])([CH3:10])[CH3:11])[CH3:7])[CH:14]=[CH:15][CH:16]=[CH:17][CH:18]=1. The catalyst class is: 1. (2) The catalyst class is: 10. Reactant: [Cl:1][C:2]1[CH:7]=[CH:6][N:5]=[C:4]([NH2:8])[C:3]=1[N+:9]([O-:11])=[O:10].[Cl:12]N1C(=O)CCC1=O. Product: [Cl:1][C:2]1[C:7]([Cl:12])=[CH:6][N:5]=[C:4]([NH2:8])[C:3]=1[N+:9]([O-:11])=[O:10]. (3) Reactant: [CH3:1][N:2]1[C:7](=[O:8])[N:6]2[CH:9]=[N:10][C:11]([C:12]([NH:14][C:15]3[CH:20]=[CH:19][CH:18]=[CH:17][CH:16]=3)=O)=[C:5]2[N:4]=[N:3]1.P12(SP3(SP(SP(S3)(S1)=S)(=S)S2)=S)=[S:22].C[Si](C)(C)O[Si](C)(C)C. Product: [CH3:1][N:2]1[C:7](=[O:8])[N:6]2[CH:9]=[N:10][C:11]([C:12](=[S:22])[NH:14][C:15]3[CH:20]=[CH:19][CH:18]=[CH:17][CH:16]=3)=[C:5]2[N:4]=[N:3]1. The catalyst class is: 2. (4) Reactant: C(O)(C(F)(F)F)=O.C(OC([N:15]1[CH2:19][CH2:18][CH2:17][C@H:16]1[C:20]1[NH:21][C:22]([C:25]2[S:29][C:28]([C:30]3[S:31][C:32]([C:35]4[N:36]=[C:37]([C@@H:40]5[CH2:44][CH2:43][CH2:42][N:41]5C(OC(C)(C)C)=O)[NH:38][CH:39]=4)=[CH:33][N:34]=3)=[N:27][CH:26]=2)=[CH:23][N:24]=1)=O)(C)(C)C. Product: [NH:41]1[CH2:42][CH2:43][CH2:44][C@H:40]1[C:37]1[NH:38][CH:39]=[C:35]([C:32]2[S:31][C:30]([C:28]3[S:29][C:25]([C:22]4[N:21]=[C:20]([C@@H:16]5[CH2:17][CH2:18][CH2:19][NH:15]5)[NH:24][CH:23]=4)=[CH:26][N:27]=3)=[N:34][CH:33]=2)[N:36]=1. The catalyst class is: 4. (5) Reactant: [CH:1]1[C:6]([O:7][C:8]2[CH:13]=[CH:12][C:11]3[C:14](O[C:17](=[O:18])[C:10]=3[CH:9]=2)=[O:15])=[CH:5][C:4]2[C:19](O[C:22](=[O:23])[C:3]=2[CH:2]=1)=[O:20].[CH2:24]([NH2:27])[CH:25]=[CH2:26].O.[K+].[Br-]. Product: [CH2:24]([N:27]1[C:19](=[O:20])[C:4]2=[CH:5][C:6]([O:7][C:8]3[CH:9]=[C:10]4[C:17](=[O:18])[N:27]([CH2:24][CH:25]=[CH2:26])[C:14](=[O:15])[C:11]4=[CH:12][CH:13]=3)=[CH:1][CH:2]=[C:3]2[C:22]1=[O:23])[CH:25]=[CH2:26]. The catalyst class is: 15. (6) Reactant: [OH:1][C:2]1[CH:3]=[CH:4][C:5]([CH3:8])=[N:6][CH:7]=1.[OH-].[K+].[CH3:11]I. Product: [CH3:11][O:1][C:2]1[CH:3]=[CH:4][C:5]([CH3:8])=[N:6][CH:7]=1. The catalyst class is: 16. (7) Reactant: Br[C:2]1[N:14]([CH2:15][C:16]([O:18][C:19]([CH3:22])([CH3:21])[CH3:20])=[O:17])[C:5]2=[N:6][CH:7]=[C:8]([C:10]([O:12][CH3:13])=[O:11])[CH:9]=[C:4]2[C:3]=1[CH:23]1[CH2:28][CH2:27][CH2:26][CH2:25][CH2:24]1.[C:29]1(B(O)O)[CH:34]=[CH:33][CH:32]=[CH:31][CH:30]=1.P([O-])([O-])([O-])=O.[K+].[K+].[K+]. Product: [C:19]([O:18][C:16](=[O:17])[CH2:15][N:14]1[C:5]2=[N:6][CH:7]=[C:8]([C:10]([O:12][CH3:13])=[O:11])[CH:9]=[C:4]2[C:3]([CH:23]2[CH2:28][CH2:27][CH2:26][CH2:25][CH2:24]2)=[C:2]1[C:29]1[CH:34]=[CH:33][CH:32]=[CH:31][CH:30]=1)([CH3:22])([CH3:21])[CH3:20]. The catalyst class is: 109. (8) Reactant: [OH:1][CH2:2][CH2:3][N:4]1[CH:8]=[C:7]([C:9]2[C:18]3[CH2:17][CH2:16][C@H:15]4[C@H:19]([CH3:26])[C:20](=[O:25])[CH:21]([C:23]#[N:24])[CH2:22][C@:14]4([C:27]4[CH:32]=[CH:31][CH:30]=[CH:29][CH:28]=4)[C:13]=3[N:12]=[C:11]([CH3:33])[N:10]=2)[CH:6]=[N:5]1. Product: [OH:1][CH2:2][CH2:3][N:4]1[CH:8]=[C:7]([C:9]2[C:18]3[CH2:17][CH2:16][C@H:15]4[C@H:19]([CH3:26])[C:20](=[O:25])[C:21]([C:23]#[N:24])=[CH:22][C@:14]4([C:27]4[CH:28]=[CH:29][CH:30]=[CH:31][CH:32]=4)[C:13]=3[N:12]=[C:11]([CH3:33])[N:10]=2)[CH:6]=[N:5]1. The catalyst class is: 4.